From a dataset of Full USPTO retrosynthesis dataset with 1.9M reactions from patents (1976-2016). Predict the reactants needed to synthesize the given product. (1) Given the product [CH:1]1([C:4]2[CH:9]=[CH:8][C:7]([N+:10]([O-:12])=[O:11])=[C:6]([NH:28][CH:25]3[CH2:24][CH2:23][N:22]([CH:19]4[CH2:20][CH2:21][O:16][CH2:17][CH2:18]4)[CH2:27][CH2:26]3)[CH:5]=2)[CH2:3][CH2:2]1, predict the reactants needed to synthesize it. The reactants are: [CH:1]1([C:4]2[CH:9]=[CH:8][C:7]([N+:10]([O-:12])=[O:11])=[C:6](F)[CH:5]=2)[CH2:3][CH2:2]1.Cl.Cl.[O:16]1[CH2:21][CH2:20][CH:19]([N:22]2[CH2:27][CH2:26][CH:25]([NH2:28])[CH2:24][CH2:23]2)[CH2:18][CH2:17]1.C(N(CC)C(C)C)(C)C. (2) Given the product [CH3:38][O:37][C:34]1[CH:33]=[CH:32][C:31]([CH2:30][N:8]([CH2:7][C:6]2[CH:5]=[CH:4][C:3]([O:2][CH3:1])=[CH:40][CH:39]=2)[C:9]2[N:10]=[CH:11][C:12]([C:15]3[C:16]4[CH2:29][CH2:28][N:27]([C:42]5[CH:43]=[CH:44][C:45]([C:48]([N:50]6[CH2:55][CH2:54][O:53][CH2:52][CH2:51]6)=[O:49])=[N:46][CH:47]=5)[C:17]=4[N:18]=[C:19]([N:21]4[CH2:26][CH2:25][O:24][CH2:23][CH2:22]4)[N:20]=3)=[CH:13][N:14]=2)=[CH:36][CH:35]=1, predict the reactants needed to synthesize it. The reactants are: [CH3:1][O:2][C:3]1[CH:40]=[CH:39][C:6]([CH2:7][N:8]([CH2:30][C:31]2[CH:36]=[CH:35][C:34]([O:37][CH3:38])=[CH:33][CH:32]=2)[C:9]2[N:14]=[CH:13][C:12]([C:15]3[C:16]4[CH2:29][CH2:28][NH:27][C:17]=4[N:18]=[C:19]([N:21]4[CH2:26][CH2:25][O:24][CH2:23][CH2:22]4)[N:20]=3)=[CH:11][N:10]=2)=[CH:5][CH:4]=1.Br[C:42]1[CH:43]=[CH:44][C:45]([C:48]([N:50]2[CH2:55][CH2:54][O:53][CH2:52][CH2:51]2)=[O:49])=[N:46][CH:47]=1.COC(=O)C1C=CC(Br)=CC=1. (3) Given the product [S:33]1[CH:34]=[CH:35][CH:36]=[C:32]1[CH2:31][NH:30][C:26]1[N:25]=[C:24]([C:21]2[N:17]3[CH:18]=[CH:19][N:20]=[C:15]([NH:14][CH:11]4[CH2:12][CH2:13][CH:8]([NH2:7])[CH2:9][CH2:10]4)[C:16]3=[N:23][CH:22]=2)[CH:29]=[CH:28][CH:27]=1, predict the reactants needed to synthesize it. The reactants are: C(OC(=O)[NH:7][CH:8]1[CH2:13][CH2:12][CH:11]([NH:14][C:15]2[C:16]3[N:17]([C:21]([C:24]4[CH:29]=[CH:28][CH:27]=[C:26]([NH:30][CH2:31][C:32]5[S:33][CH:34]=[CH:35][CH:36]=5)[N:25]=4)=[CH:22][N:23]=3)[CH:18]=[CH:19][N:20]=2)[CH2:10][CH2:9]1)(C)(C)C. (4) Given the product [Cl:9][C:10]1[N:18]=[C:17]2[C:13]([N:14]([CH2:31][C@H:32]3[CH2:37][CH2:36][C@H:35]([CH3:38])[CH2:34][CH2:33]3)[C:15]([N:19]3[CH2:24][CH2:23][O:22][CH2:21][C@H:20]3[C:25]3[CH:30]=[CH:29][CH:28]=[CH:27][CH:26]=3)=[N:16]2)=[C:12]([CH:1]2[CH2:6][CH2:5][CH2:4][CH2:3][CH2:2]2)[N:11]=1, predict the reactants needed to synthesize it. The reactants are: [CH:1]1([Mg]Br)[CH2:6][CH2:5][CH2:4][CH2:3][CH2:2]1.[Cl:9][C:10]1[N:18]=[C:17]2[C:13]([N:14]([CH2:31][C@H:32]3[CH2:37][CH2:36][C@H:35]([CH3:38])[CH2:34][CH2:33]3)[C:15]([N:19]3[CH2:24][CH2:23][O:22][CH2:21][C@H:20]3[C:25]3[CH:30]=[CH:29][CH:28]=[CH:27][CH:26]=3)=[N:16]2)=[C:12](Cl)[N:11]=1. (5) Given the product [Cl:30][C:31]1[CH:32]=[CH:33][C:34]([F:39])=[C:35]([N:37]2[C:5]([C:7]3[C:12](=[O:13])[C:11]([O:14][CH3:15])=[CH:10][N:9]([C:16]4[CH:21]=[CH:20][C:19]([N:22]5[CH:26]=[CH:25][CH:24]=[N:23]5)=[CH:18][C:17]=4[F:27])[N:8]=3)=[CH:4][CH:3]=[N:38]2)[CH:36]=1, predict the reactants needed to synthesize it. The reactants are: CN(C)[CH:3]=[CH:4][C:5]([C:7]1[C:12](=[O:13])[C:11]([O:14][CH3:15])=[CH:10][N:9]([C:16]2[CH:21]=[CH:20][C:19]([N:22]3[CH:26]=[CH:25][CH:24]=[N:23]3)=[CH:18][C:17]=2[F:27])[N:8]=1)=O.Cl.[Cl:30][C:31]1[CH:32]=[CH:33][C:34]([F:39])=[C:35]([NH:37][NH2:38])[CH:36]=1.O.